Task: Predict the product of the given reaction.. Dataset: Forward reaction prediction with 1.9M reactions from USPTO patents (1976-2016) (1) Given the reactants [CH3:1][N:2]1[C:10]2[CH:9]=[C:8]([CH:11]3[CH2:16][CH2:15][NH:14][CH2:13][CH2:12]3)[C:7](=[O:17])[NH:6][C:5]=2[CH:4]=[CH:3]1.[Cl:18][C:19]1[C:27]2[NH:26]N=[CH:24][C:23]=2[C:22]2[CH2:28][N:29]([CH2:38][C:39]([CH3:42])([CH3:41])[CH3:40])[C:30](=[O:37])[C@H:31]([CH2:33][C:34]([OH:36])=O)[CH2:32][C:21]=2[CH:20]=1.[CH:43]1C=CC2N(O)N=NC=2C=1.C(Cl)CCl.C(N(C(C)C)CC)(C)C, predict the reaction product. The product is: [Cl:18][C:19]1[CH:20]=[C:21]2[CH2:32][C@@H:31]([CH2:33][C:34]([N:14]3[CH2:15][CH2:16][CH:11]([C:8]4[C:7](=[O:17])[NH:6][C:5]5[CH:4]=[CH:3][N:2]([CH3:1])[C:10]=5[CH:9]=4)[CH2:12][CH2:13]3)=[O:36])[C:30](=[O:37])[N:29]([CH2:38][C:39]([CH3:42])([CH3:40])[CH3:41])[CH2:28][C:22]2=[C:23]2[C:27]=1[NH:26][CH:43]=[CH:24]2. (2) Given the reactants Cl[C:2]1[C:3]2[C@H:10]([CH3:11])[CH2:9][CH2:8][C:4]=2[N:5]=[CH:6][N:7]=1.[OH:12][C:13]1[CH:18]=[CH:17][C:16](B(O)O)=[CH:15][CH:14]=1.C(=O)([O-])[O-].[Na+].[Na+], predict the reaction product. The product is: [CH3:11][C@H:10]1[C:3]2[C:2]([C:16]3[CH:17]=[CH:18][C:13]([OH:12])=[CH:14][CH:15]=3)=[N:7][CH:6]=[N:5][C:4]=2[CH2:8][CH2:9]1. (3) Given the reactants [CH:1]1([CH2:4][N:5]2[CH:9]=[C:8](B(O)O)[C:7]([N+:13]([O-:15])=[O:14])=[N:6]2)[CH2:3][CH2:2]1.Cl[C:17]1[N:22]=[C:21]([NH:23][C:24]2[N:29]=[CH:28][C:27]3[N:30]=[C:31]([CH2:36][O:37][CH:38]4[CH2:43][CH2:42][CH2:41][CH2:40][O:39]4)[N:32]([CH:33]([CH3:35])[CH3:34])[C:26]=3[CH:25]=2)[CH:20]=[CH:19][N:18]=1.C(=O)([O-])[O-].[Na+].[Na+].C(#N)C, predict the reaction product. The product is: [CH:1]1([CH2:4][N:5]2[CH:9]=[C:8]([C:17]3[N:22]=[C:21]([NH:23][C:24]4[N:29]=[CH:28][C:27]5[N:30]=[C:31]([CH2:36][O:37][CH:38]6[CH2:43][CH2:42][CH2:41][CH2:40][O:39]6)[N:32]([CH:33]([CH3:34])[CH3:35])[C:26]=5[CH:25]=4)[CH:20]=[CH:19][N:18]=3)[C:7]([N+:13]([O-:15])=[O:14])=[N:6]2)[CH2:3][CH2:2]1. (4) The product is: [CH2:1]([O:8][CH2:9][O:10][C:11]1[C:19]2[C:14](=[CH:15][N:16]=[CH:17][CH:18]=2)[O:13][C:12]=1[CH:31]([CH:28]1[CH2:29][CH2:30][O:25][CH2:26][CH2:27]1)[OH:32])[C:2]1[CH:7]=[CH:6][CH:5]=[CH:4][CH:3]=1. Given the reactants [CH2:1]([O:8][CH2:9][O:10][C:11]1[C:19]2[C:14](=[CH:15][N:16]=[CH:17][CH:18]=2)[O:13][CH:12]=1)[C:2]1[CH:7]=[CH:6][CH:5]=[CH:4][CH:3]=1.[Li]CCCC.[O:25]1[CH2:30][CH2:29][CH:28]([CH:31]=[O:32])[CH2:27][CH2:26]1.[NH4+].[Cl-], predict the reaction product. (5) Given the reactants [C:1]([C:3]1[CH:4]=[C:5]([CH2:27][C:28]([O:30][C:31]([CH3:34])([CH3:33])[CH3:32])=[O:29])[CH:6]=[CH:7][C:8]=1[O:9][C:10]1[CH:15]=[CH:14][C:13]([NH:16][C:17](=[O:26])[C:18]2[CH:23]=[CH:22][C:21]([Cl:24])=[C:20]([Cl:25])[CH:19]=2)=[CH:12][CH:11]=1)#[N:2].C(OCC)(=O)C, predict the reaction product. The product is: [NH2:2][CH2:1][C:3]1[CH:4]=[C:5]([CH2:27][C:28]([O:30][C:31]([CH3:34])([CH3:33])[CH3:32])=[O:29])[CH:6]=[CH:7][C:8]=1[O:9][C:10]1[CH:11]=[CH:12][C:13]([NH:16][C:17](=[O:26])[C:18]2[CH:23]=[CH:22][C:21]([Cl:24])=[C:20]([Cl:25])[CH:19]=2)=[CH:14][CH:15]=1. (6) Given the reactants [CH2:1]([NH2:3])[CH3:2].CO.[S:6](Cl)([C:9]1[CH:17]=[CH:16][C:12]([N+:13]([O-:15])=[O:14])=[CH:11][CH:10]=1)(=[O:8])=[O:7], predict the reaction product. The product is: [CH2:1]([NH:3][S:6]([C:9]1[CH:10]=[CH:11][C:12]([N+:13]([O-:15])=[O:14])=[CH:16][CH:17]=1)(=[O:7])=[O:8])[CH3:2]. (7) Given the reactants Cl[C:2]1[N:3]=[C:4]([NH:18][CH2:19][CH2:20][CH3:21])[C:5]2[N:6]=[C:7]([NH:16][CH3:17])[N:8]=[C:9]([NH:12][CH2:13][CH2:14][CH3:15])[C:10]=2[N:11]=1.[OH-].[K+], predict the reaction product. The product is: [CH3:17][NH:16][C:7]1[N:8]=[C:9]([NH:12][CH2:13][CH2:14][CH3:15])[C:10]2[N:11]=[CH:2][N:3]=[C:4]([NH:18][CH2:19][CH2:20][CH3:21])[C:5]=2[N:6]=1.